Dataset: Forward reaction prediction with 1.9M reactions from USPTO patents (1976-2016). Task: Predict the product of the given reaction. (1) Given the reactants [N:1]1([C:7]2[C:8]3[C:15]([C:16]4[CH:17]=[N:18][N:19](C5CCCCO5)[CH:20]=4)=[CH:14][N:13]([CH2:27][O:28][CH2:29][CH2:30][Si:31]([CH3:34])([CH3:33])[CH3:32])[C:9]=3[N:10]=[CH:11][N:12]=2)[CH2:6][CH2:5][O:4][CH2:3][CH2:2]1.Cl.C(OCC)(=O)C.C(=O)(O)[O-].[Na+], predict the reaction product. The product is: [N:1]1([C:7]2[C:8]3[C:15]([C:16]4[CH:20]=[N:19][NH:18][CH:17]=4)=[CH:14][N:13]([CH2:27][O:28][CH2:29][CH2:30][Si:31]([CH3:34])([CH3:33])[CH3:32])[C:9]=3[N:10]=[CH:11][N:12]=2)[CH2:2][CH2:3][O:4][CH2:5][CH2:6]1. (2) Given the reactants C([O:8][C:9]1[CH:10]=[C:11]2[C:16](=[CH:17][C:18]=1[O:19]CC1C=CC=CC=1)[CH:15]([CH2:27][C:28]1[CH:33]=[C:32]([I:34])[C:31]([O:35]C)=[C:30]([I:37])[CH:29]=1)[NH:14][CH2:13][CH2:12]2)C1C=CC=CC=1.COC1C(OC)=C(OC)C=C(CC2NCCC3C2=CC(O)=C(O)C=3)C=1.Cl.B(Br)(Br)Br, predict the reaction product. The product is: [OH:8][C:9]1[CH:10]=[C:11]2[C:16](=[CH:17][C:18]=1[OH:19])[CH:15]([CH2:27][C:28]1[CH:33]=[C:32]([I:34])[C:31]([OH:35])=[C:30]([I:37])[CH:29]=1)[NH:14][CH2:13][CH2:12]2. (3) Given the reactants [C:1]([O:5][C:6]([N:8]1[CH2:12][C@@H:11]([CH2:13][N:14]([CH:32]([CH3:34])[CH3:33])[C:15]([C:17]2[CH:25]=[C:24]3[C:20]([C:21]([CH3:31])=[CH:22][N:23]3[CH2:26][CH2:27][CH2:28][O:29][CH3:30])=[CH:19][CH:18]=2)=[O:16])[C@H:10]([CH:35]=O)[CH2:9]1)=[O:7])([CH3:4])([CH3:3])[CH3:2].[CH:37]1([NH2:40])[CH2:39][CH2:38]1.[BH-](OC(C)=O)(OC(C)=O)OC(C)=O.[Na+].C([O-])(O)=O.[Na+], predict the reaction product. The product is: [C:1]([O:5][C:6]([N:8]1[CH2:12][C@@H:11]([CH2:13][N:14]([CH:32]([CH3:34])[CH3:33])[C:15]([C:17]2[CH:25]=[C:24]3[C:20]([C:21]([CH3:31])=[CH:22][N:23]3[CH2:26][CH2:27][CH2:28][O:29][CH3:30])=[CH:19][CH:18]=2)=[O:16])[C@H:10]([CH2:35][NH:40][CH:37]2[CH2:39][CH2:38]2)[CH2:9]1)=[O:7])([CH3:2])([CH3:3])[CH3:4]. (4) Given the reactants [F:1][C:2]([F:21])([F:20])[C:3]1[CH:8]=[CH:7][N:6]=[N:5][C:4]=1[C:9]1[N:14]=[C:13]2[N:15]=[CH:16][CH:17]=[C:18]([NH2:19])[C:12]2=[N:11][CH:10]=1.Cl[C:23]1[CH:28]=[CH:27][C:26]([C:29]([F:32])([F:31])[F:30])=[CH:25][N:24]=1.C([O-])([O-])=O.[Cs+].[Cs+].CC1(C)C2C(=C(P(C3C=CC=CC=3)C3C=CC=CC=3)C=CC=2)OC2C(P(C3C=CC=CC=3)C3C=CC=CC=3)=CC=CC1=2, predict the reaction product. The product is: [F:30][C:29]([F:32])([F:31])[C:26]1[CH:27]=[CH:28][C:23]([NH:19][C:18]2[C:12]3[C:13](=[N:14][C:9]([C:4]4[N:5]=[N:6][CH:7]=[CH:8][C:3]=4[C:2]([F:1])([F:20])[F:21])=[CH:10][N:11]=3)[N:15]=[CH:16][CH:17]=2)=[N:24][CH:25]=1. (5) Given the reactants BrC1C=CC(O)=C(C2C=[CH:16][C:15]3[C:10](=[CH:11][CH:12]=[C:13]([C:18]4[N:22]([CH:23]5[CH2:28][CH2:27][CH2:26][CH2:25][CH2:24]5)[C:21]5[CH:29]=[CH:30][C:31]([C:33]([OH:35])=[O:34])=[CH:32][C:20]=5[N:19]=4)[CH:14]=3)[N:9]=2)C=1.[NH2:37][C:38]1[C:43]([Cl:44])=[CH:42][C:41]([C:45](=O)[CH3:46])=[CH:40][C:39]=1[Cl:48].[OH-].[K+], predict the reaction product. The product is: [NH2:37][C:38]1[C:43]([Cl:44])=[CH:42][C:41]([C:45]2[CH:46]=[CH:16][C:15]3[C:10](=[CH:11][CH:12]=[C:13]([C:18]4[N:22]([CH:23]5[CH2:24][CH2:25][CH2:26][CH2:27][CH2:28]5)[C:21]5[CH:29]=[CH:30][C:31]([C:33]([OH:35])=[O:34])=[CH:32][C:20]=5[N:19]=4)[CH:14]=3)[N:9]=2)=[CH:40][C:39]=1[Cl:48]. (6) Given the reactants Cl.C(O[C:5]([C:7]1[C:11]([CH3:12])=[C:10]([C:13]#[N:14])[S:9][C:8]=1[NH2:15])=[O:6])C.[C:16](#[N:23])[C:17]1[CH:22]=[CH:21][CH:20]=[CH:19][CH:18]=1, predict the reaction product. The product is: [CH3:12][C:11]1[C:7]2[C:5](=[O:6])[NH:23][C:16]([C:17]3[CH:22]=[CH:21][CH:20]=[CH:19][CH:18]=3)=[N:15][C:8]=2[S:9][C:10]=1[C:13]#[N:14]. (7) Given the reactants [C:1](Cl)(=[O:8])[C:2]1[CH:7]=[CH:6][CH:5]=[CH:4][CH:3]=1.Cl.[Cl:11][C:12]1[CH:13]=[C:14]([CH:33]=[CH:34][C:35]=1[Cl:36])[CH2:15][N:16]1[CH2:21][CH2:20][O:19][CH:18]([CH2:22][NH:23][C:24]([NH:26][CH:27]2[CH2:32][CH2:31][NH:30][CH2:29][CH2:28]2)=[O:25])[CH2:17]1.C(N(CC)C(C)C)(C)C, predict the reaction product. The product is: [C:1]([N:30]1[CH2:31][CH2:32][CH:27]([NH:26][C:24]([NH:23][CH2:22][CH:18]2[O:19][CH2:20][CH2:21][N:16]([CH2:15][C:14]3[CH:33]=[CH:34][C:35]([Cl:36])=[C:12]([Cl:11])[CH:13]=3)[CH2:17]2)=[O:25])[CH2:28][CH2:29]1)(=[O:8])[C:2]1[CH:7]=[CH:6][CH:5]=[CH:4][CH:3]=1. (8) Given the reactants C([O:3][C:4](=[O:24])[CH:5]([S:13]([C:16]1[CH:21]=[CH:20][C:19]([O:22][CH3:23])=[CH:18][CH:17]=1)(=[O:15])=[O:14])[CH2:6][C:7]1[CH:12]=[CH:11][CH:10]=[CH:9][CH:8]=1)C, predict the reaction product. The product is: [CH3:23][O:22][C:19]1[CH:18]=[CH:17][C:16]([S:13]([CH:5]([CH2:6][C:7]2[CH:12]=[CH:11][CH:10]=[CH:9][CH:8]=2)[C:4]([OH:24])=[O:3])(=[O:15])=[O:14])=[CH:21][CH:20]=1. (9) The product is: [OH:20][C:16]1[CH:15]=[CH:14][CH:13]=[C:12]2[C:17]=1[CH2:18][CH2:19][CH:10]([N:9]([CH2:21][CH2:22][CH3:23])[CH2:8][CH2:7][N:1]1[CH2:6][CH2:5][N:4]([C:33]([C:26]3[C:27]4[C:32](=[CH:31][CH:30]=[CH:29][CH:28]=4)[NH:24][CH:25]=3)=[O:34])[CH2:3][CH2:2]1)[CH2:11]2. Given the reactants [N:1]1([CH2:7][CH2:8][N:9]([CH2:21][CH2:22][CH3:23])[CH:10]2[CH2:19][CH2:18][C:17]3[C:16]([OH:20])=[CH:15][CH:14]=[CH:13][C:12]=3[CH2:11]2)[CH2:6][CH2:5][NH:4][CH2:3][CH2:2]1.[NH:24]1[C:32]2[C:27](=[CH:28][CH:29]=[CH:30][CH:31]=2)[C:26]([C:33](O)=[O:34])=[CH:25]1, predict the reaction product.